This data is from Full USPTO retrosynthesis dataset with 1.9M reactions from patents (1976-2016). The task is: Predict the reactants needed to synthesize the given product. The reactants are: Cl[C:2]1[C:7]([CH3:8])=[C:6]([Cl:9])[N:5]=[CH:4][N:3]=1.[N:10]1[C:15]2[CH2:16][CH2:17][NH:18][C:14]=2[CH:13]=[CH:12][N:11]=1.C(=O)([O-])[O-].[Cs+].[Cs+]. Given the product [Cl:9][C:6]1[N:5]=[CH:4][N:3]=[C:2]([N:18]2[C:14]3[CH:13]=[CH:12][N:11]=[N:10][C:15]=3[CH2:16][CH2:17]2)[C:7]=1[CH3:8], predict the reactants needed to synthesize it.